Predict the reactants needed to synthesize the given product. From a dataset of Full USPTO retrosynthesis dataset with 1.9M reactions from patents (1976-2016). (1) Given the product [NH2:11][C:12]1[N:13]=[C:14]([N:23]2[CH2:24][CH2:25][N:26]([C:29](=[O:39])[CH2:30][O:31][C:32]3[CH:37]=[CH:36][C:35]([Cl:38])=[CH:34][CH:33]=3)[CH2:27][CH2:28]2)[C:15]2[N:21]=[C:20]([C:3]3[CH:4]=[CH:5][CH:6]=[CH:7][C:2]=3[F:1])[CH:19]=[CH:18][C:16]=2[N:17]=1, predict the reactants needed to synthesize it. The reactants are: [F:1][C:2]1[CH:7]=[CH:6][CH:5]=[CH:4][C:3]=1B(O)O.[NH2:11][C:12]1[N:13]=[C:14]([N:23]2[CH2:28][CH2:27][N:26]([C:29](=[O:39])[CH2:30][O:31][C:32]3[CH:37]=[CH:36][C:35]([Cl:38])=[CH:34][CH:33]=3)[CH2:25][CH2:24]2)[C:15]2[N:21]=[C:20](Cl)[CH:19]=[CH:18][C:16]=2[N:17]=1. (2) The reactants are: CC1(C)CCCC(C)(C)N1.C([Li])CCC.[F:16][C:17]1[CH:22]=[CH:21][CH:20]=[CH:19][C:18]=1[C:23]1[CH:28]=[CH:27][CH:26]=[CH:25][N:24]=1.[B:29](OC)([O:32]C)[O:30]C.Cl. Given the product [F:16][C:17]1[C:18]([C:23]2[CH:28]=[CH:27][CH:26]=[CH:25][N:24]=2)=[CH:19][CH:20]=[CH:21][C:22]=1[B:29]([OH:32])[OH:30], predict the reactants needed to synthesize it. (3) Given the product [CH2:1]([CH2:13][NH2:14])[CH2:2][C:3]([P:5]([O-:7])([OH:8])=[O:6])([P:9]([OH:12])([OH:11])=[O:10])[OH:4].[Na+:18], predict the reactants needed to synthesize it. The reactants are: [CH2:1]([CH2:13][NH2:14])[CH2:2][C:3]([P:9]([O-:12])([OH:11])=[O:10])([P:5]([OH:8])([OH:7])=[O:6])[OH:4].O.O.O.[Na+:18]. (4) Given the product [CH3:39][C:32]1[N:31]=[C:30]([N:18]2[CH2:23][CH2:22][CH:21]([C:24]([OH:28])([C:26]#[CH:27])[CH3:25])[CH2:20][CH2:19]2)[C:35]([N+:36]([O-:38])=[O:37])=[CH:34][CH:33]=1, predict the reactants needed to synthesize it. The reactants are: CC1N=C(C#CC(C2CCNCC2)O)C=CC=1.[NH:18]1[CH2:23][CH2:22][CH:21]([C:24]([OH:28])([C:26]#[CH:27])[CH3:25])[CH2:20][CH2:19]1.Cl[C:30]1[C:35]([N+:36]([O-:38])=[O:37])=[CH:34][CH:33]=[C:32]([CH3:39])[N:31]=1. (5) Given the product [OH:1][C:2]1[CH:3]=[CH:4][CH:5]=[C:6]([O:7][CH2:21][CH:22]([CH3:24])[CH3:23])[C:11]=1[C:15]([O:16][CH3:26])=[O:18], predict the reactants needed to synthesize it. The reactants are: [OH:1][C:2]1[C:11]2C(=O)OC(C)(C)[O:7][C:6]=2[CH:5]=[CH:4][CH:3]=1.[C:15](=[O:18])([O-])[O-:16].[K+].[K+].[CH2:21](I)[CH:22]([CH3:24])[CH3:23].[CH2:26](Br)C(C)C. (6) The reactants are: Cl[C:2]1[N:3]=[C:4]([O:11][C:12]2[C:17]([CH3:18])=[CH:16][C:15]([CH3:19])=[CH:14][C:13]=2[CH3:20])[C:5]2[S:10][CH:9]=[CH:8][C:6]=2[N:7]=1.C(O)(C(F)(F)F)=O.[NH2:28][C:29]1[CH:36]=[CH:35][C:32]([C:33]#[N:34])=[CH:31][CH:30]=1. Given the product [C:13]1([CH3:20])[CH:14]=[C:15]([CH3:19])[CH:16]=[C:17]([CH3:18])[C:12]=1[O:11][C:4]1[C:5]2[S:10][CH:9]=[CH:8][C:6]=2[N:7]=[C:2]([NH:28][C:29]2[CH:36]=[CH:35][C:32]([C:33]#[N:34])=[CH:31][CH:30]=2)[N:3]=1, predict the reactants needed to synthesize it. (7) Given the product [Br:1][C:2]1[CH:11]=[C:10]([OH:12])[C:9]([CH:13]=[O:19])=[C:4]([CH:3]=1)[C:5]([O:7][CH3:8])=[O:6], predict the reactants needed to synthesize it. The reactants are: [Br:1][C:2]1[CH:3]=[C:4]([CH:9]=[C:10]([OH:12])[CH:11]=1)[C:5]([O:7][CH3:8])=[O:6].[C:13]1([OH:19])C=CC=CC=1. (8) Given the product [Cl:36][C:31]1[CH:30]=[C:29]([C:24]2[C:25]([C:26]([NH2:28])=[O:27])=[C:19]3[CH2:18][N:17]([C:15]([NH:14][C:11]4([CH3:13])[CH2:10][CH:9]([OH:8])[CH2:12]4)=[O:16])[CH2:22][CH2:21][N:20]3[N:23]=2)[CH:34]=[CH:33][C:32]=1[F:35], predict the reactants needed to synthesize it. The reactants are: C([O:8][CH:9]1[CH2:12][C:11]([NH:14][C:15]([N:17]2[CH2:22][CH2:21][N:20]3[N:23]=[C:24]([C:29]4[CH:34]=[CH:33][C:32]([F:35])=[C:31]([Cl:36])[CH:30]=4)[C:25]([C:26]([NH2:28])=[O:27])=[C:19]3[CH2:18]2)=[O:16])([CH3:13])[CH2:10]1)C1C=CC=CC=1.B(Cl)(Cl)Cl. (9) Given the product [CH2:13]([N:9]1[C:10]2[C:6](=[CH:5][CH:4]=[CH:3][C:2]=2[Br:1])[CH:7]=[CH:8]1)[C:14]1[CH:19]=[CH:18][CH:17]=[CH:16][CH:15]=1, predict the reactants needed to synthesize it. The reactants are: [Br:1][C:2]1[CH:3]=[CH:4][CH:5]=[C:6]2[C:10]=1[NH:9][CH:8]=[CH:7]2.[H-].[Na+].[CH2:13](Br)[C:14]1[CH:19]=[CH:18][CH:17]=[CH:16][CH:15]=1.